The task is: Predict the reaction yield, written as a fraction of the theoretical maximum amount of product (1.0 means a 100% yield; for example, 0.34 means a 34% yield).. This data is from Reaction yield outcomes from USPTO patents with 853,638 reactions. (1) The reactants are [CH3:1][N:2]1[CH:6]=[C:5]([CH2:7][N:8]2[CH2:13][CH2:12][CH:11]([C:14]3[CH:36]=[CH:35][C:17]([C:18]([NH:20][C:21]4[CH:26]=[CH:25][CH:24]=[CH:23][C:22]=4[NH:27]C(=O)OC(C)(C)C)=[O:19])=[CH:16][CH:15]=3)[CH2:10][CH2:9]2)[C:4]([CH3:37])=[N:3]1.Cl.[OH-].[Na+]. The catalyst is O1CCOCC1.O.C(OCC)C. The product is [NH2:27][C:22]1[CH:23]=[CH:24][CH:25]=[CH:26][C:21]=1[NH:20][C:18](=[O:19])[C:17]1[CH:35]=[CH:36][C:14]([CH:11]2[CH2:10][CH2:9][N:8]([CH2:7][C:5]3[C:4]([CH3:37])=[N:3][N:2]([CH3:1])[CH:6]=3)[CH2:13][CH2:12]2)=[CH:15][CH:16]=1. The yield is 0.930. (2) The reactants are CO.[OH-].[Na+].C[O:6][C:7]([C:9]1[CH:10]=[C:11]2[C:16](=[CH:17][C:18]=1[O:19][CH3:20])[N:15]=[CH:14][CH:13]=[C:12]2[O:21][C:22]1[CH:27]=[CH:26][C:25]([NH:28][C:29]([NH:31][C:32]2[CH:37]=[CH:36][C:35]([F:38])=[CH:34][CH:33]=2)=[O:30])=[CH:24][CH:23]=1)=[O:8].Cl. The catalyst is O. The product is [F:38][C:35]1[CH:34]=[CH:33][C:32]([NH:31][C:29]([NH:28][C:25]2[CH:26]=[CH:27][C:22]([O:21][C:12]3[C:11]4[C:16](=[CH:17][C:18]([O:19][CH3:20])=[C:9]([C:7]([OH:8])=[O:6])[CH:10]=4)[N:15]=[CH:14][CH:13]=3)=[CH:23][CH:24]=2)=[O:30])=[CH:37][CH:36]=1. The yield is 0.780. (3) The catalyst is C(O)(C)C.O. The yield is 0.966. The product is [CH3:9][C:7]([O:10][C:11]1[CH:12]=[CH:13][C:14]([C:17]([C:19]2[CH:24]=[CH:23][C:22]([Cl:25])=[CH:21][CH:20]=2)=[O:18])=[CH:15][CH:16]=1)([C:5]([OH:6])=[O:4])[CH3:8]. The reactants are CC([O:4][C:5]([C:7]([O:10][C:11]1[CH:12]=[CH:13][C:14]([C:17]([C:19]2[CH:20]=[CH:21][C:22]([Cl:25])=[CH:23][CH:24]=2)=[O:18])=[CH:15][CH:16]=1)([CH3:9])[CH3:8])=[O:6])C.[OH-].[Na+].Cl.